From a dataset of NCI-60 drug combinations with 297,098 pairs across 59 cell lines. Regression. Given two drug SMILES strings and cell line genomic features, predict the synergy score measuring deviation from expected non-interaction effect. (1) Drug 1: CC1=C(C(CCC1)(C)C)C=CC(=CC=CC(=CC(=O)O)C)C. Drug 2: CC1=C(C(=CC=C1)Cl)NC(=O)C2=CN=C(S2)NC3=CC(=NC(=N3)C)N4CCN(CC4)CCO. Cell line: HCT-15. Synergy scores: CSS=2.90, Synergy_ZIP=2.34, Synergy_Bliss=4.89, Synergy_Loewe=-9.59, Synergy_HSA=-7.58. (2) Drug 1: CC1=C(C=C(C=C1)NC2=NC=CC(=N2)N(C)C3=CC4=NN(C(=C4C=C3)C)C)S(=O)(=O)N.Cl. Drug 2: CN1C(=O)N2C=NC(=C2N=N1)C(=O)N. Cell line: M14. Synergy scores: CSS=-9.03, Synergy_ZIP=4.74, Synergy_Bliss=0.718, Synergy_Loewe=-4.19, Synergy_HSA=-5.43.